Dataset: Full USPTO retrosynthesis dataset with 1.9M reactions from patents (1976-2016). Task: Predict the reactants needed to synthesize the given product. Given the product [F:1][C:2]1[CH:3]=[C:4]([NH:30][C:60](=[O:61])[CH2:59][C:63]([NH:65][C:66]2[CH:71]=[CH:70][C:69]([F:72])=[CH:68][CH:67]=2)=[O:64])[CH:5]=[CH:6][C:7]=1[O:8][C:9]1[C:14]2=[CH:15][C:16]([C:18]3[CH:23]=[CH:22][N:21]=[C:20]([N:24]4[CH2:25][CH2:26][O:27][CH2:28][CH2:29]4)[CH:19]=3)=[CH:17][N:13]2[N:12]=[CH:11][N:10]=1, predict the reactants needed to synthesize it. The reactants are: [F:1][C:2]1[CH:3]=[C:4]([NH2:30])[CH:5]=[CH:6][C:7]=1[O:8][C:9]1[C:14]2=[CH:15][C:16]([C:18]3[CH:23]=[CH:22][N:21]=[C:20]([N:24]4[CH2:29][CH2:28][O:27][CH2:26][CH2:25]4)[CH:19]=3)=[CH:17][N:13]2[N:12]=[CH:11][N:10]=1.Cl.FC1C=C([CH:59]([C:63]([NH:65][C:66]2[CH:71]=[CH:70][C:69]([F:72])=[CH:68][CH:67]=2)=[O:64])[C:60](N)=[O:61])C=CC=1OC1C2=C(C)C(OCCN3CCOCC3)=CN2N=CN=1.CCN(C(C)C)C(C)C.CN(C(ON1N=NC2C=CC=CC1=2)=[N+](C)C)C.[B-](F)(F)(F)F.